This data is from Forward reaction prediction with 1.9M reactions from USPTO patents (1976-2016). The task is: Predict the product of the given reaction. (1) Given the reactants C(O[BH-](OC(=O)C)OC(=O)C)(=O)C.[Na+].[C:15]([O:19][C:20]([N:22]1[CH2:27][CH2:26][CH:25]([NH:28][CH2:29][CH2:30][CH:31]([CH3:33])[CH3:32])[CH2:24][CH2:23]1)=[O:21])([CH3:18])([CH3:17])[CH3:16].[S:34]1[CH:38]=[CH:37][N:36]=[C:35]1[CH:39]=O.ClCCl, predict the reaction product. The product is: [C:15]([O:19][C:20]([N:22]1[CH2:23][CH2:24][CH:25]([N:28]([CH2:29][CH2:30][CH:31]([CH3:33])[CH3:32])[CH2:39][C:35]2[S:34][CH:38]=[CH:37][N:36]=2)[CH2:26][CH2:27]1)=[O:21])([CH3:18])([CH3:17])[CH3:16]. (2) The product is: [CH3:18][O:17][C:8]1[CH:9]=[C:10]([CH:15]=[CH:16][C:7]=1[NH:6][C:4](=[O:5])[CH2:3]/[N:2]=[CH:30]/[CH2:29][C:28]([CH3:33])([CH3:32])[C:27]([F:35])([F:34])[F:26])[C:11]([O:13][CH3:14])=[O:12]. Given the reactants Cl.[NH2:2][CH2:3][C:4]([NH:6][C:7]1[CH:16]=[CH:15][C:10]([C:11]([O:13][CH3:14])=[O:12])=[CH:9][C:8]=1[O:17][CH3:18])=[O:5].C(N(CC)CC)C.[F:26][C:27]([F:35])([F:34])[C:28]([CH3:33])([CH3:32])[CH2:29][CH:30]=O, predict the reaction product. (3) Given the reactants [CH3:1][NH:2][CH:3]([CH3:5])[CH3:4].C(NC(C)C)(C)C.CN(C)C=O.[Br:18][C:19]1[CH:35]=[CH:34][C:22]2[C:23]3[N:24]=[C:25]([C:31](Cl)=[O:32])[S:26][C:27]=3[CH2:28][CH2:29][O:30][C:21]=2[CH:20]=1, predict the reaction product. The product is: [CH:3]([N:2]([CH3:1])[C:31]([C:25]1[S:26][C:27]2[CH2:28][CH2:29][O:30][C:21]3[CH:20]=[C:19]([Br:18])[CH:35]=[CH:34][C:22]=3[C:23]=2[N:24]=1)=[O:32])([CH3:5])[CH3:4]. (4) Given the reactants Cl.Cl.Cl.[NH2:4][C:5]1[C:10]2=[C:11]([C:29]3[S:30][C:31]4[C:37]([O:38][CH3:39])=[CH:36][C:35]([CH3:40])=[CH:34][C:32]=4[CH:33]=3)[C:12]([CH2:21][N:22]3[CH2:27][CH2:26][NH:25][C:24](=[O:28])[CH2:23]3)=[C:13]([CH2:14][N:15]3[CH2:20][CH2:19][NH:18][CH2:17][CH2:16]3)[N:9]2[N:8]=[CH:7][N:6]=1.C(=O)([O-])[O-].[Na+].[Na+].[C:47](Cl)(=[O:49])[CH3:48], predict the reaction product. The product is: [C:47]([N:18]1[CH2:17][CH2:16][N:15]([CH2:14][C:13]2[N:9]3[C:10]([C:5]([NH2:4])=[N:6][CH:7]=[N:8]3)=[C:11]([C:29]3[S:30][C:31]4[C:37]([O:38][CH3:39])=[CH:36][C:35]([CH3:40])=[CH:34][C:32]=4[CH:33]=3)[C:12]=2[CH2:21][N:22]2[CH2:27][CH2:26][NH:25][C:24](=[O:28])[CH2:23]2)[CH2:20][CH2:19]1)(=[O:49])[CH3:48]. (5) Given the reactants [NH2:1][C:2]1[CH:10]=[C:9]([O:11][CH3:12])[CH:8]=[C:7]([O:13][CH3:14])[C:3]=1[C:4]([NH2:6])=[O:5].[O:15]1[C:20]2[CH:21]=[CH:22][C:23]([CH:25]=O)=[CH:24][C:19]=2[O:18][CH2:17][CH2:16]1.COC1C=C(OC)C=C2C=1C(=O)NC(C1C=CC=CN=1)=N2, predict the reaction product. The product is: [O:15]1[CH2:16][CH2:17][O:18][C:19]2[CH:24]=[C:23]([C:25]3[NH:6][C:4](=[O:5])[C:3]4[C:2](=[CH:10][C:9]([O:11][CH3:12])=[CH:8][C:7]=4[O:13][CH3:14])[N:1]=3)[CH:22]=[CH:21][C:20]1=2.